Dataset: Full USPTO retrosynthesis dataset with 1.9M reactions from patents (1976-2016). Task: Predict the reactants needed to synthesize the given product. Given the product [Br:3][C:20]1[C:15]2[CH2:14][N:13]([C:10]3[CH:9]=[CH:8][C:7]([Cl:6])=[CH:12][N:11]=3)[CH2:24][CH2:23][C:16]=2[N:17]=[CH:18][N:19]=1, predict the reactants needed to synthesize it. The reactants are: P(Br)(Br)([Br:3])=O.[Cl:6][C:7]1[CH:8]=[CH:9][C:10]([N:13]2[CH2:24][CH2:23][C:16]3[N:17]=[CH:18][N:19]=[C:20](OC)[C:15]=3[CH2:14]2)=[N:11][CH:12]=1.C1(OC)C=CC=CC=1.[OH-].[K+].